Dataset: KCNQ2 potassium channel screen with 302,405 compounds. Task: Binary Classification. Given a drug SMILES string, predict its activity (active/inactive) in a high-throughput screening assay against a specified biological target. (1) The compound is s1c2c(CCCC2)c2c1nc1n(c2=O)cccc1C(=O)N1CCN(CC1)C(OCC)=O. The result is 0 (inactive). (2) The molecule is S(Cc1ccc([N+]([O-])=O)cc1)c1sc(SCc2ccc(OC)cc2)nn1. The result is 0 (inactive).